Dataset: Reaction yield outcomes from USPTO patents with 853,638 reactions. Task: Predict the reaction yield, written as a fraction of the theoretical maximum amount of product (1.0 means a 100% yield; for example, 0.34 means a 34% yield). (1) The reactants are [CH3:1][C:2]1[C:6]2[CH:7]=[CH:8][CH:9]=[CH:10][C:5]=2[S:4][CH:3]=1.C([Li])CCC.[CH2:16]([N:19]1[CH2:24][CH2:23][C:22](=[O:25])[CH2:21][CH2:20]1)[CH:17]=[CH2:18]. The catalyst is O1CCCC1.[Cl-].[Na+].O. The product is [OH:25][C:22]1([C:3]2[S:4][C:5]3[CH:10]=[CH:9][CH:8]=[CH:7][C:6]=3[C:2]=2[CH3:1])[CH2:23][CH2:24][N:19]([CH2:16][CH:17]=[CH2:18])[CH2:20][CH2:21]1. The yield is 0.830. (2) The reactants are [CH3:1][N:2]([CH3:7])[CH2:3][C:4]([NH2:6])=[O:5].Cl[C:9]1[CH:14]=[C:13]([O:15][C:16]2[C:21]([F:22])=[CH:20][C:19]([NH:23][C:24]([C:26]3([C:29]([NH:31][C:32]4[CH:37]=[CH:36][C:35]([F:38])=[CH:34][CH:33]=4)=[O:30])[CH2:28][CH2:27]3)=[O:25])=[C:18]([F:39])[CH:17]=2)[CH:12]=[CH:11][N:10]=1.C(=O)([O-])[O-].[Cs+].[Cs+].CC1(C)C2C(=C(P(C3C=CC=CC=3)C3C=CC=CC=3)C=CC=2)OC2C(P(C3C=CC=CC=3)C3C=CC=CC=3)=CC=CC1=2. The catalyst is O1CCOCC1.C([O-])(=O)C.[Pd+2].C([O-])(=O)C. The product is [CH3:1][N:2]([CH3:7])[CH2:3][C:4]([NH:6][C:9]1[CH:14]=[C:13]([O:15][C:16]2[C:21]([F:22])=[CH:20][C:19]([NH:23][C:24]([C:26]3([C:29]([NH:31][C:32]4[CH:33]=[CH:34][C:35]([F:38])=[CH:36][CH:37]=4)=[O:30])[CH2:28][CH2:27]3)=[O:25])=[C:18]([F:39])[CH:17]=2)[CH:12]=[CH:11][N:10]=1)=[O:5]. The yield is 0.480.